From a dataset of Peptide-MHC class II binding affinity with 134,281 pairs from IEDB. Regression. Given a peptide amino acid sequence and an MHC pseudo amino acid sequence, predict their binding affinity value. This is MHC class II binding data. (1) The peptide sequence is VKQIKVRVDMVRHRI. The MHC is DRB1_1302 with pseudo-sequence DRB1_1302. The binding affinity (normalized) is 0.756. (2) The peptide sequence is TIDGRGAEVHIGNGG. The MHC is DRB1_0301 with pseudo-sequence DRB1_0301. The binding affinity (normalized) is 0. (3) The peptide sequence is KKLAQAVMEMTYKNK. The MHC is DRB5_0101 with pseudo-sequence DRB5_0101. The binding affinity (normalized) is 0.750. (4) The peptide sequence is EKKYFAATQFEPLEA. The MHC is HLA-DQA10501-DQB10301 with pseudo-sequence HLA-DQA10501-DQB10301. The binding affinity (normalized) is 0.257. (5) The peptide sequence is GELQIVDKIDAWFKI. The MHC is DRB1_0802 with pseudo-sequence DRB1_0802. The binding affinity (normalized) is 0.474. (6) The peptide sequence is EQFLGALDLAKKRVH. The MHC is DRB1_1302 with pseudo-sequence DRB1_1302. The binding affinity (normalized) is 0. (7) The peptide sequence is RQSGATIADVLAEKE. The MHC is DRB3_0101 with pseudo-sequence DRB3_0101. The binding affinity (normalized) is 0.201.